From a dataset of Reaction yield outcomes from USPTO patents with 853,638 reactions. Predict the reaction yield, written as a fraction of the theoretical maximum amount of product (1.0 means a 100% yield; for example, 0.34 means a 34% yield). (1) The reactants are C[CH2:2][N:3](C(C)C)[CH:4](C)C.Cl.CNC.[NH2:14][C:15]1[CH:23]=[CH:22][C:18]([C:19](O)=[O:20])=[CH:17][C:16]=1[Cl:24].CN(C(ON1N=NC2C=CC=NC1=2)=[N+](C)C)C.F[P-](F)(F)(F)(F)F. The catalyst is C1COCC1.CCOC(C)=O. The product is [NH2:14][C:15]1[CH:23]=[CH:22][C:18]([C:19]([N:3]([CH3:4])[CH3:2])=[O:20])=[CH:17][C:16]=1[Cl:24]. The yield is 0.890. (2) The reactants are [Cl:1][CH2:2][CH2:3][C:4]([C:6]1[CH:7]=[CH:8][C:9]2[O:13][CH2:12][CH2:11][C:10]=2[CH:14]=1)=O.[OH:15][C:16]1[CH:21]=[CH:20][C:19]([C:22]([C:24]2[CH:29]=[CH:28][C:27]([O:30][CH2:31][CH2:32][NH:33][CH3:34])=[CH:26][CH:25]=2)=O)=[CH:18][CH:17]=1. No catalyst specified. The product is [Cl:1][CH2:2][CH2:3][C:4]([C:6]1[CH:7]=[CH:8][C:9]2[O:13][CH2:12][CH2:11][C:10]=2[CH:14]=1)=[C:22]([C:19]1[CH:18]=[CH:17][C:16]([OH:15])=[CH:21][CH:20]=1)[C:24]1[CH:29]=[CH:28][C:27]([O:30][CH2:31][CH2:32][NH:33][CH3:34])=[CH:26][CH:25]=1. The yield is 0.850. (3) The reactants are [CH3:1][C:2]([O:4][C:5]1[C:10]([C:11](Cl)=[O:12])=[CH:9][CH:8]=[CH:7][CH:6]=1)=[O:3].[NH2:14][C:15]1[S:16][C:17]([C:20]([F:23])([F:22])[F:21])=[N:18][N:19]=1. No catalyst specified. The product is [C:2]([O:4][C:5]1[CH:6]=[CH:7][CH:8]=[CH:9][C:10]=1[C:11]([NH:14][C:15]1[S:16][C:17]([C:20]([F:23])([F:22])[F:21])=[N:18][N:19]=1)=[O:12])(=[O:3])[CH3:1]. The yield is 0.511. (4) The reactants are [N+:1]([C:4]1[CH:21]=[CH:20][C:7]([O:8][C:9]2[CH:10]=[C:11]3[C:15](=[CH:16][CH:17]=2)[C:14](=[O:18])[NH:13][C:12]3=[O:19])=[CH:6][CH:5]=1)([O-:3])=[O:2].[H-].[Na+].[CH3:24]I.O. The catalyst is CN(C=O)C. The product is [N+:1]([C:4]1[CH:21]=[CH:20][C:7]([O:8][C:9]2[CH:10]=[C:11]3[C:15](=[CH:16][CH:17]=2)[C:14](=[O:18])[N:13]([CH3:24])[C:12]3=[O:19])=[CH:6][CH:5]=1)([O-:3])=[O:2]. The yield is 0.830. (5) The reactants are [NH2:1][C:2]1[S:3][C:4]2[CH:32]=[CH:31][CH:30]=[CH:29][C:5]=2[C:6]=1[C:7]([N:9]1[CH2:14][CH2:13][CH:12]([N:15]2[CH2:28][CH2:27][CH2:26][C:17]3([C:21](=[O:22])[N:20]([CH:23]([CH3:25])[CH3:24])[CH2:19][CH2:18]3)[CH2:16]2)[CH2:11][CH2:10]1)=[O:8].[CH3:33][N:34]=[C:35]=[O:36]. No catalyst specified. The product is [CH:23]([N:20]1[CH2:19][CH2:18][C:17]2([CH2:26][CH2:27][CH2:28][N:15]([CH:12]3[CH2:11][CH2:10][N:9]([C:7]([C:6]4[C:5]5[CH:29]=[CH:30][CH:31]=[CH:32][C:4]=5[S:3][C:2]=4[NH:1][C:35]([NH:34][CH3:33])=[O:36])=[O:8])[CH2:14][CH2:13]3)[CH2:16]2)[C:21]1=[O:22])([CH3:25])[CH3:24]. The yield is 0.700. (6) The reactants are [Cl:1][C:2]1[CH:3]=[CH:4][C:5]([C:8]2[CH:9]=[C:10]([F:15])[C:11](F)=[N:12][CH:13]=2)=[N:6][CH:7]=1.[NH2:16][NH2:17]. The catalyst is CC(O)C.O. The product is [Cl:1][C:2]1[CH:3]=[CH:4][C:5]([C:8]2[CH:9]=[C:10]([F:15])[C:11]([NH:16][NH2:17])=[N:12][CH:13]=2)=[N:6][CH:7]=1. The yield is 0.830. (7) The yield is 0.410. The reactants are [N:1]1[CH:5]=[C:4]([CH2:6][CH2:7][N:8]2[CH:13]([C:14]3[C:19]([CH3:20])=[CH:18][CH:17]=[CH:16][N:15]=3)[CH2:12][CH2:11][CH2:10][CH:9]2[C:21]2[C:26]([CH3:27])=[CH:25][CH:24]=[CH:23][N:22]=2)[NH:3][CH:2]=1.[H-].[Na+].[CH2:30]1COCC1. The product is [CH3:27][C:26]1[C:21]([CH:9]2[CH2:10][CH2:11][CH2:12][CH:13]([C:14]3[C:19]([CH3:20])=[CH:18][CH:17]=[CH:16][N:15]=3)[N:8]2[CH2:7][CH2:6][C:4]2[N:3]=[CH:2][N:1]([CH3:30])[CH:5]=2)=[N:22][CH:23]=[CH:24][CH:25]=1. No catalyst specified. (8) The reactants are Br[C:2]1[CH:7]=[C:6]([Br:8])[N:5]=[C:4]([CH3:9])[C:3]=1[OH:10].[Li]CCCC. The catalyst is C1COCC1. The product is [Br:8][C:6]1[N:5]=[C:4]([CH3:9])[C:3]([OH:10])=[CH:2][CH:7]=1. The yield is 0.950.